From a dataset of Full USPTO retrosynthesis dataset with 1.9M reactions from patents (1976-2016). Predict the reactants needed to synthesize the given product. (1) The reactants are: FC(F)(F)S(O[C:7]1[CH:12]=[CH:11][C:10]([N:13]2[C:17]3=[N:18][CH:19]=[CH:20][CH:21]=[C:16]3[N:15]([CH2:22][O:23][CH2:24][CH2:25][Si:26]([CH3:29])([CH3:28])[CH3:27])[C:14]2=[O:30])=[CH:9][CH:8]=1)(=O)=O.[N:33]1[C:42]2[C:37](=[CH:38][CH:39]=[CH:40][C:41]=2B(O)O)[CH:36]=[CH:35][CH:34]=1.C([O-])([O-])=O.[Na+].[Na+]. Given the product [N:33]1[C:42]2[C:37](=[CH:38][CH:39]=[CH:40][C:41]=2[C:7]2[CH:8]=[CH:9][C:10]([N:13]3[C:17]4=[N:18][CH:19]=[CH:20][CH:21]=[C:16]4[N:15]([CH2:22][O:23][CH2:24][CH2:25][Si:26]([CH3:27])([CH3:28])[CH3:29])[C:14]3=[O:30])=[CH:11][CH:12]=2)[CH:36]=[CH:35][CH:34]=1, predict the reactants needed to synthesize it. (2) Given the product [F:56][C:2]1([F:1])[C:6]2[N:7]([CH2:14][C:15]([NH:57][C@H:58]([C:68]3[C:73]([C:74]4[N:79]5[C:80]([CH3:88])=[N:81][C:82]([NH:83][S:84]([CH3:87])(=[O:86])=[O:85])=[C:78]5[CH:77]=[CH:76][CH:75]=4)=[CH:72][CH:71]=[C:70]([C:89]#[C:90][C:91]([OH:94])([CH3:92])[CH3:93])[N:69]=3)[CH2:59][C:60]3[CH:61]=[C:62]([F:67])[CH:63]=[C:64]([F:66])[CH:65]=3)=[O:16])[N:8]=[C:9]([C:10]([F:13])([F:12])[F:11])[C:5]=2[C@H:4]2[CH2:55][C@@H:3]12, predict the reactants needed to synthesize it. The reactants are: [F:1][C:2]1([F:56])[C:6]2[N:7]([CH2:14][C:15](N[C@H](C3C(C4C=CC=C5C=4N(C)N=C5NS(C)(=O)=O)=CC=C(C#CC(O)(C)C)N=3)CC3C=C(F)C=C(F)C=3)=[O:16])[N:8]=[C:9]([C:10]([F:13])([F:12])[F:11])[C:5]=2[C@H:4]2[CH2:55][C@@H:3]12.[NH2:57][C@H:58]([C:68]1[C:73]([C:74]2[N:79]3[C:80]([CH3:88])=[N:81][C:82]([NH:83][S:84]([CH3:87])(=[O:86])=[O:85])=[C:78]3[CH:77]=[CH:76][CH:75]=2)=[CH:72][CH:71]=[C:70]([C:89]#[C:90][C:91]([OH:94])([CH3:93])[CH3:92])[N:69]=1)[CH2:59][C:60]1[CH:65]=[C:64]([F:66])[CH:63]=[C:62]([F:67])[CH:61]=1.FC1(F)C2N(CC(O)=O)N=C(C(F)(F)F)C=2[C@H]2C[C@@H]12. (3) Given the product [Br:1][C:2]1[C:45]([CH3:46])=[CH:8][CH:7]=[C:6]([F:11])[C:3]=1[C:4]#[N:49], predict the reactants needed to synthesize it. The reactants are: [Br:1][C:2]1C(F)=[CH:8][CH:7]=[C:6]([F:11])[C:3]=1[CH:4]=O.S([O-])(OCCCCCCCCCCCC)(=O)=O.[Na+].C(OI(C1C=CC=CC=1)OC(=O)C)(=O)C.[C:45]([O-])(=O)[CH3:46].[NH4+:49].S([O-])([O-])(=O)=S.[Na+].[Na+]. (4) Given the product [CH:1]1([NH:6][C:15]([C:14]2[CH:13]=[CH:12][C:11]([S:8]([Cl:7])(=[O:10])=[O:9])=[CH:19][CH:18]=2)=[O:16])[CH2:5][CH2:4][CH2:3][CH2:2]1, predict the reactants needed to synthesize it. The reactants are: [CH:1]1([NH2:6])[CH2:5][CH2:4][CH2:3][CH2:2]1.[Cl:7][S:8]([C:11]1[CH:19]=[CH:18][C:14]([C:15](Cl)=[O:16])=[CH:13][CH:12]=1)(=[O:10])=[O:9]. (5) Given the product [CH:1]1([NH:4][C:5]([C:7]2[C:16](=[O:17])[C:15]3[C:10](=[N:11][CH:12]=[CH:13][CH:14]=3)[N:9]([C:18]3[CH:23]=[C:22]([Br:24])[CH:21]=[C:20]([C:33]4[CH:32]=[N:31][C:30]([C:27]([OH:26])([CH3:29])[CH3:28])=[CH:35][CH:34]=4)[CH:19]=3)[CH:8]=2)=[O:6])[CH2:3][CH2:2]1, predict the reactants needed to synthesize it. The reactants are: [CH:1]1([NH:4][C:5]([C:7]2[C:16](=[O:17])[C:15]3[C:10](=[N:11][CH:12]=[CH:13][CH:14]=3)[N:9]([C:18]3[CH:23]=[C:22]([Br:24])[CH:21]=[C:20](Br)[CH:19]=3)[CH:8]=2)=[O:6])[CH2:3][CH2:2]1.[OH:26][C:27]([C:30]1[CH:35]=[CH:34][C:33]([Sn](CCCC)(CCCC)CCCC)=[CH:32][N:31]=1)([CH3:29])[CH3:28]. (6) Given the product [C:7]([O:11][C:12](=[O:13])[NH:14][C:15]1[S:16][C:1]([C:2]([Cl:4])=[O:3])=[CH:18][N:19]=1)([CH3:10])([CH3:8])[CH3:9], predict the reactants needed to synthesize it. The reactants are: [C:1](Cl)(=O)[C:2]([Cl:4])=[O:3].[C:7]([O:11][C:12]([NH:14][C:15]1[S:16]C(C(O)=O)=[CH:18][N:19]=1)=[O:13])([CH3:10])([CH3:9])[CH3:8]. (7) Given the product [F:9][C:10]1[CH:11]=[C:12]([CH3:26])[C:13]2[N:14]([C:18]([C@@H:20]3[CH2:24][CH2:23][CH2:22][N:21]3[CH3:25])=[N:17][N:16]=2)[CH:15]=1, predict the reactants needed to synthesize it. The reactants are: ClC(Cl)(Cl)C(Cl)(Cl)Cl.[F:9][C:10]1[CH:11]=[C:12]([CH3:26])[C:13]([NH:16][NH:17][C:18]([C@@H:20]2[CH2:24][CH2:23][CH2:22][N:21]2[CH3:25])=O)=[N:14][CH:15]=1.C(N(CC)CC)C.C1(P(C2C=CC=CC=2)C2C=CC=CC=2)C=CC=CC=1. (8) Given the product [CH2:10]([C:3]1[C:4]2[C:5](=[CH:6][N:7]=[CH:8][CH:9]=2)[NH:1][CH:2]=1)[CH3:11], predict the reactants needed to synthesize it. The reactants are: [NH:1]1[C:5]2=[CH:6][N:7]=[CH:8][CH:9]=[C:4]2[C:3]([C:10](=O)[CH3:11])=[CH:2]1.C(O)(C(F)(F)F)=O.